The task is: Predict the reaction yield, written as a fraction of the theoretical maximum amount of product (1.0 means a 100% yield; for example, 0.34 means a 34% yield).. This data is from Reaction yield outcomes from USPTO patents with 853,638 reactions. (1) The catalyst is O.C1COCC1. The reactants are [OH-].[Na+].C([NH:11][C:12]([NH:14][C:15]1[CH:20]=[C:19]([Br:21])[CH:18]=[C:17]([Br:22])[CH:16]=1)=[S:13])(=O)C1C=CC=CC=1. The yield is 0.950. The product is [Br:21][C:19]1[CH:20]=[C:15]([NH:14][C:12]([NH2:11])=[S:13])[CH:16]=[C:17]([Br:22])[CH:18]=1. (2) The reactants are [C:1]([O:5][C:6]([N:8]1[CH2:12][CH:11]=[CH:10][CH2:9]1)=[O:7])([CH3:4])([CH3:3])[CH3:2].C1C=C(Cl)C=C(C(OO)=[O:21])C=1. The catalyst is C(Cl)Cl. The product is [C:1]([O:5][C:6]([N:8]1[CH2:12][CH:11]2[CH:10]([O:21]2)[CH2:9]1)=[O:7])([CH3:4])([CH3:2])[CH3:3]. The yield is 0.870.